The task is: Predict the reaction yield, written as a fraction of the theoretical maximum amount of product (1.0 means a 100% yield; for example, 0.34 means a 34% yield).. This data is from Reaction yield outcomes from USPTO patents with 853,638 reactions. (1) The reactants are [NH2:1][C:2]1[C:7]2=[C:8]([C:23]3[CH:24]=[CH:25][C:26]4[C:30]([CH:31]=3)=[N:29][N:28]([CH2:32][C:33]3[CH:38]=[CH:37][CH:36]=[CH:35][CH:34]=3)[CH:27]=4)[CH:9]=[C:10]([CH:11]3[CH2:15][CH2:14][N:13](C(OC(C)(C)C)=O)[CH2:12]3)[N:6]2[N:5]=[CH:4][N:3]=1.FC(F)(F)C(O)=O. The catalyst is ClCCl. The product is [CH2:32]([N:28]1[CH:27]=[C:26]2[C:30]([CH:31]=[C:23]([C:8]3[CH:9]=[C:10]([CH:11]4[CH2:15][CH2:14][NH:13][CH2:12]4)[N:6]4[C:7]=3[C:2]([NH2:1])=[N:3][CH:4]=[N:5]4)[CH:24]=[CH:25]2)=[N:29]1)[C:33]1[CH:34]=[CH:35][CH:36]=[CH:37][CH:38]=1. The yield is 0.950. (2) The reactants are [CH2:1]([NH:3][C:4]([N:6]=[C:7](OC)[C:8]1[CH:13]=[CH:12][CH:11]=[CH:10][CH:9]=1)=[O:5])[CH3:2].Cl.Cl.[NH2:18][CH:19]([CH2:32][CH:33]1[CH2:38][CH2:37][CH2:36][CH2:35][CH2:34]1)[C:20]([NH:22][C:23]1([C:30]#[N:31])[CH2:28][CH2:27][N:26]([CH3:29])[CH2:25][CH2:24]1)=[O:21].C(N(CC)C(C)C)(C)C. The catalyst is CO. The product is [C:30]([C:23]1([NH:22][C:20](=[O:21])[CH:19]([NH:18][C:7](=[N:6][C:4](=[O:5])[NH:3][CH2:1][CH3:2])[C:8]2[CH:9]=[CH:10][CH:11]=[CH:12][CH:13]=2)[CH2:32][CH:33]2[CH2:34][CH2:35][CH2:36][CH2:37][CH2:38]2)[CH2:24][CH2:25][N:26]([CH3:29])[CH2:27][CH2:28]1)#[N:31]. The yield is 0.430. (3) The reactants are [NH2:1][C:2]1[CH:10]=[C:9]([O:11][CH3:12])[CH:8]=[C:7]([O:13][CH3:14])[C:3]=1[C:4]([NH2:6])=[O:5].[O:15]1[C:20]2[CH:21]=[CH:22][C:23]([CH:25]=O)=[CH:24][C:19]=2[O:18][CH2:17][CH2:16]1.COC1C=C(OC)C=C2C=1C(=O)NC(C1C=CC=CN=1)=N2. No catalyst specified. The product is [O:15]1[CH2:16][CH2:17][O:18][C:19]2[CH:24]=[C:23]([C:25]3[NH:6][C:4](=[O:5])[C:3]4[C:2](=[CH:10][C:9]([O:11][CH3:12])=[CH:8][C:7]=4[O:13][CH3:14])[N:1]=3)[CH:22]=[CH:21][C:20]1=2. The yield is 0.460.